This data is from Forward reaction prediction with 1.9M reactions from USPTO patents (1976-2016). The task is: Predict the product of the given reaction. (1) The product is: [N:25]1[CH:26]=[CH:27][CH:28]=[C:23]([C:19]2[CH:18]=[C:17]([C:16]3[CH2:15][C:14](=[O:13])[NH:8][C:1]4[CH:6]=[CH:5][CH:4]=[CH:3][C:2]=4[N:7]=3)[CH:22]=[CH:21][CH:20]=2)[CH:24]=1. Given the reactants [C:1]1([NH2:8])[CH:6]=[CH:5][CH:4]=[CH:3][C:2]=1[NH2:7].C([O:13][C:14](=O)[CH2:15][C:16](=O)[C:17]1[CH:22]=[CH:21][CH:20]=[C:19]([C:23]2[CH:24]=[N:25][CH:26]=[CH:27][CH:28]=2)[CH:18]=1)(C)(C)C, predict the reaction product. (2) Given the reactants Br[C:2]1[CH:7]=[CH:6][C:5]([C:8]([F:11])([F:10])[F:9])=[CH:4][CH:3]=1.N12CCCN=C1CCCCC2.[CH2:23]([OH:26])[C:24]#[CH:25], predict the reaction product. The product is: [F:9][C:8]([F:11])([F:10])[C:5]1[CH:6]=[CH:7][C:2]([C:25]#[C:24][CH2:23][OH:26])=[CH:3][CH:4]=1. (3) Given the reactants [CH:1]1([NH:4][C:5]2[N:6]=[N:7][C:8]([C:11]#[CH:12])=[CH:9][CH:10]=2)[CH2:3][CH2:2]1.I[C:14]1[CH:15]=[C:16]([CH:38]=[CH:39][C:40]=1[CH3:41])[C:17]([NH:19][C:20]1[CH:25]=[CH:24][C:23]([CH2:26][N:27]2[CH2:32][CH2:31][N:30]([CH3:33])[CH2:29][CH2:28]2)=[C:22]([C:34]([F:37])([F:36])[F:35])[CH:21]=1)=[O:18], predict the reaction product. The product is: [CH:1]1([NH:4][C:5]2[N:6]=[N:7][C:8]([C:11]#[C:12][C:39]3[CH:38]=[C:16]([CH:15]=[CH:14][C:40]=3[CH3:41])[C:17]([NH:19][C:20]3[CH:25]=[CH:24][C:23]([CH2:26][N:27]4[CH2:32][CH2:31][N:30]([CH3:33])[CH2:29][CH2:28]4)=[C:22]([C:34]([F:37])([F:36])[F:35])[CH:21]=3)=[O:18])=[CH:9][CH:10]=2)[CH2:3][CH2:2]1. (4) Given the reactants [CH:1]1([CH2:7][CH2:8][CH2:9][C@@H:10]([C:19]2[O:23][N:22]=[C:21]([C:24]([N:26]([CH2:28][CH2:29][CH2:30][N:31]([CH3:33])[CH3:32])[CH3:27])=[O:25])[N:20]=2)[CH2:11][C:12]([O:14]C(C)(C)C)=[O:13])[CH2:6][CH2:5][CH2:4][CH2:3][CH2:2]1.FC(F)(F)C(O)=O, predict the reaction product. The product is: [CH:1]1([CH2:7][CH2:8][CH2:9][C@@H:10]([C:19]2[O:23][N:22]=[C:21]([C:24]([N:26]([CH2:28][CH2:29][CH2:30][N:31]([CH3:33])[CH3:32])[CH3:27])=[O:25])[N:20]=2)[CH2:11][C:12]([OH:14])=[O:13])[CH2:2][CH2:3][CH2:4][CH2:5][CH2:6]1. (5) The product is: [Cl:1][C:2]1[C:7]([Cl:8])=[C:6]([Cl:9])[CH:5]=[CH:4][C:3]=1[C:10]1[N:14]([CH2:17][C:18]2[CH:19]=[N:20][CH:21]=[CH:22][CH:23]=2)[N:13]=[N:12][N:11]=1. Given the reactants [Cl:1][C:2]1[C:7]([Cl:8])=[C:6]([Cl:9])[CH:5]=[CH:4][C:3]=1[C:10]1[NH:14][N:13]=[N:12][N:11]=1.Br.Br[CH2:17][C:18]1[CH:19]=[N:20][CH:21]=[CH:22][CH:23]=1.Br.BrCC1C=CN=CC=1, predict the reaction product. (6) Given the reactants C(NC(C)C)(C)C.C([Li])CCC.[CH2:13]([N:20]1[CH2:25][CH2:24][CH:23]([CH2:26][C:27]([O:29][CH2:30][CH3:31])=[O:28])[CH2:22][CH2:21]1)[C:14]1[CH:19]=[CH:18][CH:17]=[CH:16][CH:15]=1.[Br:32][CH2:33][CH2:34]Br, predict the reaction product. The product is: [CH2:13]([N:20]1[CH2:25][CH2:24][CH:23]([CH:26]([CH2:34][CH2:33][Br:32])[C:27]([O:29][CH2:30][CH3:31])=[O:28])[CH2:22][CH2:21]1)[C:14]1[CH:15]=[CH:16][CH:17]=[CH:18][CH:19]=1. (7) Given the reactants [CH2:1]([O:8][C:9]1[CH:17]=[C:16]([O:18][CH2:19][C:20]2[CH:25]=[CH:24][CH:23]=[CH:22][CH:21]=2)[C:15]([S:26](=[O:33])(=[O:32])[N:27]([CH3:31])[CH2:28][CH2:29][CH3:30])=[CH:14][C:10]=1[C:11](O)=[O:12])[C:2]1[CH:7]=[CH:6][CH:5]=[CH:4][CH:3]=1.S(Cl)([Cl:36])=O, predict the reaction product. The product is: [CH2:1]([O:8][C:9]1[CH:17]=[C:16]([O:18][CH2:19][C:20]2[CH:25]=[CH:24][CH:23]=[CH:22][CH:21]=2)[C:15]([S:26](=[O:33])(=[O:32])[N:27]([CH3:31])[CH2:28][CH2:29][CH3:30])=[CH:14][C:10]=1[C:11]([Cl:36])=[O:12])[C:2]1[CH:7]=[CH:6][CH:5]=[CH:4][CH:3]=1.